This data is from Retrosynthesis with 50K atom-mapped reactions and 10 reaction types from USPTO. The task is: Predict the reactants needed to synthesize the given product. (1) Given the product CC(C)c1nn2ccccc2c1-c1ccncc1, predict the reactants needed to synthesize it. The reactants are: CC(C)c1nn2ccccc2c1I.OB(O)c1ccncc1. (2) Given the product Cc1ccccc1C(=O)Nc1ccc(C(=O)N2Cc3ccccc3Sc3ncccc32)cc1, predict the reactants needed to synthesize it. The reactants are: Cc1ccccc1C(=O)Cl.Nc1ccc(C(=O)N2Cc3ccccc3Sc3ncccc32)cc1. (3) Given the product COC(=O)c1ccc(Cc2c(C)nn(-c3ccc(C#N)c(C(F)(F)F)c3)c2C)cc1, predict the reactants needed to synthesize it. The reactants are: COC(=O)c1ccc(Cc2c(C)n[nH]c2C)cc1.N#Cc1ccc(F)cc1C(F)(F)F. (4) Given the product FC(F)(F)c1cccc(Oc2cccc(CNc3cccc(-c4c(Cc5ccccc5)cnc5c(C(F)(F)F)cccc45)c3)c2)c1, predict the reactants needed to synthesize it. The reactants are: Nc1cccc(-c2c(Cc3ccccc3)cnc3c(C(F)(F)F)cccc23)c1.O=Cc1cccc(Oc2cccc(C(F)(F)F)c2)c1. (5) Given the product COCOc1c(O)cccc1C=O, predict the reactants needed to synthesize it. The reactants are: COCCl.O=Cc1cccc(O)c1O. (6) The reactants are: CC(C(=O)O)c1ccccc1.CCOC(=O)C1CCCN(C(=O)c2ccsc2)C1. Given the product CCOC(=O)C1CCCN(C(=O)C(C)c2ccccc2)C1, predict the reactants needed to synthesize it. (7) The reactants are: COc1ccc(Br)cc1S(=O)(=O)Nc1ccc(F)cc1[N+](=O)[O-]. Given the product COc1ccc(Br)cc1S(=O)(=O)Nc1ccc(F)cc1N, predict the reactants needed to synthesize it.